Dataset: Forward reaction prediction with 1.9M reactions from USPTO patents (1976-2016). Task: Predict the product of the given reaction. (1) Given the reactants [NH2:1][C:2]1[CH:3]=[C:4]([CH:7]=[CH:8][C:9]=1[CH3:10])[C:5]#[N:6].Br.Br[CH:13]([C:15]1[CH:16]=[C:17]([C:32]([N:34]([CH3:36])[CH3:35])=[O:33])[CH:18]=[C:19]2[C:24]=1[O:23][C:22]([N:25]1[CH2:30][CH2:29][O:28][CH2:27][CH2:26]1)=[CH:21][C:20]2=[O:31])[CH3:14], predict the reaction product. The product is: [C:5]([C:4]1[CH:7]=[CH:8][C:9]([CH3:10])=[C:2]([NH:1][CH:13]([C:15]2[CH:16]=[C:17]([C:32]([N:34]([CH3:36])[CH3:35])=[O:33])[CH:18]=[C:19]3[C:24]=2[O:23][C:22]([N:25]2[CH2:30][CH2:29][O:28][CH2:27][CH2:26]2)=[CH:21][C:20]3=[O:31])[CH3:14])[CH:3]=1)#[N:6]. (2) Given the reactants [OH:1][CH2:2][CH2:3][NH:4][NH2:5].CN([CH:9]=[C:10]1[C:15](=[O:16])[CH2:14][CH2:13][CH2:12][C:11]1=O)C, predict the reaction product. The product is: [OH:1][CH2:2][CH2:3][N:4]1[C:11]2[CH2:12][CH2:13][CH2:14][C:15](=[O:16])[C:10]=2[CH:9]=[N:5]1. (3) Given the reactants [Si:1]([O:8][C@H:9]([C:49]1[CH:50]=[N:51][CH:52]=[CH:53][CH:54]=1)[CH2:10][N:11]([CH2:19][CH2:20][C:21]1[CH:26]=[CH:25][C:24]([C:27]2[CH:32]=[CH:31][C:30]([C:33]([NH:35][S:36]([CH2:39][C:40]#[N:41])(=[O:38])=[O:37])=[O:34])=[C:29]([O:42][CH:43]3[CH2:48][CH2:47][CH2:46][CH2:45][CH2:44]3)[CH:28]=2)=[CH:23][CH:22]=1)[C:12](=[O:18])[O:13][C:14]([CH3:17])([CH3:16])[CH3:15])([C:4]([CH3:7])([CH3:6])[CH3:5])([CH3:3])[CH3:2].C(=O)([O-])[O-:56].[K+].[K+].OO.Cl, predict the reaction product. The product is: [NH2:41][C:40](=[O:56])[CH2:39][S:36]([NH:35][C:33]([C:30]1[CH:31]=[CH:32][C:27]([C:24]2[CH:23]=[CH:22][C:21]([CH2:20][CH2:19][N:11]([CH2:10][C@H:9]([O:8][Si:1]([C:4]([CH3:5])([CH3:6])[CH3:7])([CH3:3])[CH3:2])[C:49]3[CH:50]=[N:51][CH:52]=[CH:53][CH:54]=3)[C:12](=[O:18])[O:13][C:14]([CH3:17])([CH3:15])[CH3:16])=[CH:26][CH:25]=2)=[CH:28][C:29]=1[O:42][CH:43]1[CH2:44][CH2:45][CH2:46][CH2:47][CH2:48]1)=[O:34])(=[O:38])=[O:37]. (4) Given the reactants [CH3:1][S:2]([OH:5])(=[O:4])=[O:3].[CH:6]1([NH:9][C:10](=[O:38])[C:11]2[CH:16]=[CH:15][C:14]([CH3:17])=[C:13]([N:18]3[C:27](=[O:28])[C:26]4[C:21](=[CH:22][CH:23]=[C:24]([N:29]5[CH2:34][CH2:33][N:32]([CH:35]([CH3:37])[CH3:36])[CH2:31][CH2:30]5)[CH:25]=4)[N:20]=[CH:19]3)[CH:12]=2)[CH2:8][CH2:7]1, predict the reaction product. The product is: [CH3:1][S:2]([OH:5])(=[O:4])=[O:3].[CH:6]1([NH:9][C:10](=[O:38])[C:11]2[CH:16]=[CH:15][C:14]([CH3:17])=[C:13]([N:18]3[C:27](=[O:28])[C:26]4[C:21](=[CH:22][CH:23]=[C:24]([N:29]5[CH2:30][CH2:31][N:32]([CH:35]([CH3:36])[CH3:37])[CH2:33][CH2:34]5)[CH:25]=4)[N:20]=[CH:19]3)[CH:12]=2)[CH2:8][CH2:7]1. (5) Given the reactants [CH3:1][N:2]([CH2:9][CH2:10][O:11][C:12]1[CH:19]=[CH:18][C:15]([CH:16]=[O:17])=[CH:14][CH:13]=1)[C:3]1[CH:8]=[CH:7][CH:6]=[CH:5][N:4]=1.CO.[S:22]([S:26]([O-:28])=[O:27])([O-:25])(=[O:24])=[O:23].[Na+:29].[Na+], predict the reaction product. The product is: [S:22]([S:26]([O-:28])=[O:27])([O-:25])(=[O:24])=[O:23].[Na+:29].[CH3:1][N:2]([CH2:9][CH2:10][O:11][C:12]1[CH:13]=[CH:14][C:15]([CH:16]=[O:17])=[CH:18][CH:19]=1)[C:3]1[CH:8]=[CH:7][CH:6]=[CH:5][N:4]=1.[Na+:29]. (6) Given the reactants [NH2:1][C:2]1[CH:7]=[CH:6][CH:5]=[C:4]([C:8]2[CH:13]=[CH:12][CH:11]=[CH:10][CH:9]=2)[C:3]=1[N+:14]([O-])=O.[Cl:17][CH2:18][C:19](O)=O, predict the reaction product. The product is: [Cl:17][CH2:18][C:19]1[NH:1][C:2]2[CH:7]=[CH:6][CH:5]=[C:4]([C:8]3[CH:13]=[CH:12][CH:11]=[CH:10][CH:9]=3)[C:3]=2[N:14]=1. (7) Given the reactants [Cl:1][C:2]1[CH:13]=[C:6]2[C:7](OC(=O)[NH:11][C:5]2=[CH:4][CH:3]=1)=[O:8].[CH3:14][NH2:15].C(OCC)(=O)C.O, predict the reaction product. The product is: [NH2:11][C:5]1[CH:4]=[CH:3][C:2]([Cl:1])=[CH:13][C:6]=1[C:7]([NH:15][CH3:14])=[O:8]. (8) Given the reactants [CH:1]1([CH2:7][N:8]2[C:16]3[C:11](=[CH:12][CH:13]=[CH:14][C:15]=3[C:17]([F:20])([F:19])[F:18])[C:10]([C:21]3[CH:26]=[CH:25][C:24]([O:27]C)=[CH:23][C:22]=3[O:29]C)=[N:9]2)[CH2:6][CH2:5][CH2:4][CH2:3][CH2:2]1.B(Br)(Br)Br.C1CCCCC=1, predict the reaction product. The product is: [CH:1]1([CH2:7][N:8]2[C:16]3[C:11](=[CH:12][CH:13]=[CH:14][C:15]=3[C:17]([F:20])([F:19])[F:18])[C:10]([C:21]3[CH:26]=[CH:25][C:24]([OH:27])=[CH:23][C:22]=3[OH:29])=[N:9]2)[CH2:6][CH2:5][CH2:4][CH2:3][CH2:2]1. (9) Given the reactants [CH2:1]([NH2:8])[C:2]1[CH:7]=[CH:6][CH:5]=[CH:4][CH:3]=1.[N+:9]([C:12]1[CH:17]=[CH:16][C:15]([C:18]2[CH:23]=[CH:22][C:21]([S:24](Cl)(=[O:26])=[O:25])=[CH:20][CH:19]=2)=[CH:14][CH:13]=1)([O-:11])=[O:10].O, predict the reaction product. The product is: [CH2:1]([NH:8][S:24]([C:21]1[CH:22]=[CH:23][C:18]([C:15]2[CH:16]=[CH:17][C:12]([N+:9]([O-:11])=[O:10])=[CH:13][CH:14]=2)=[CH:19][CH:20]=1)(=[O:25])=[O:26])[C:2]1[CH:7]=[CH:6][CH:5]=[CH:4][CH:3]=1.